Dataset: NCI-60 drug combinations with 297,098 pairs across 59 cell lines. Task: Regression. Given two drug SMILES strings and cell line genomic features, predict the synergy score measuring deviation from expected non-interaction effect. (1) Drug 1: CCC1(CC2CC(C3=C(CCN(C2)C1)C4=CC=CC=C4N3)(C5=C(C=C6C(=C5)C78CCN9C7C(C=CC9)(C(C(C8N6C=O)(C(=O)OC)O)OC(=O)C)CC)OC)C(=O)OC)O.OS(=O)(=O)O. Drug 2: COC1=NC(=NC2=C1N=CN2C3C(C(C(O3)CO)O)O)N. Cell line: NCIH23. Synergy scores: CSS=5.63, Synergy_ZIP=-4.94, Synergy_Bliss=4.06, Synergy_Loewe=-15.1, Synergy_HSA=-1.66. (2) Drug 1: CC1C(C(CC(O1)OC2CC(OC(C2O)C)OC3=CC4=CC5=C(C(=O)C(C(C5)C(C(=O)C(C(C)O)O)OC)OC6CC(C(C(O6)C)O)OC7CC(C(C(O7)C)O)OC8CC(C(C(O8)C)O)(C)O)C(=C4C(=C3C)O)O)O)O. Drug 2: CC(C)NC(=O)C1=CC=C(C=C1)CNNC.Cl. Cell line: NCI-H322M. Synergy scores: CSS=15.6, Synergy_ZIP=1.01, Synergy_Bliss=1.50, Synergy_Loewe=-39.3, Synergy_HSA=0.441. (3) Drug 1: C1CCC(CC1)NC(=O)N(CCCl)N=O. Synergy scores: CSS=33.7, Synergy_ZIP=-12.4, Synergy_Bliss=-20.5, Synergy_Loewe=-14.0, Synergy_HSA=-13.5. Drug 2: C1=C(C(=O)NC(=O)N1)F. Cell line: KM12. (4) Cell line: HCT-15. Drug 2: N.N.Cl[Pt+2]Cl. Drug 1: CCC1(CC2CC(C3=C(CCN(C2)C1)C4=CC=CC=C4N3)(C5=C(C=C6C(=C5)C78CCN9C7C(C=CC9)(C(C(C8N6C)(C(=O)OC)O)OC(=O)C)CC)OC)C(=O)OC)O.OS(=O)(=O)O. Synergy scores: CSS=33.9, Synergy_ZIP=-6.54, Synergy_Bliss=-2.95, Synergy_Loewe=-4.15, Synergy_HSA=-2.74. (5) Drug 1: C1=CC(=CC=C1CC(C(=O)O)N)N(CCCl)CCCl.Cl. Drug 2: B(C(CC(C)C)NC(=O)C(CC1=CC=CC=C1)NC(=O)C2=NC=CN=C2)(O)O. Cell line: MALME-3M. Synergy scores: CSS=12.7, Synergy_ZIP=-4.11, Synergy_Bliss=-0.0435, Synergy_Loewe=-6.61, Synergy_HSA=-0.732. (6) Drug 1: CN1CCC(CC1)COC2=C(C=C3C(=C2)N=CN=C3NC4=C(C=C(C=C4)Br)F)OC. Drug 2: CN(C)N=NC1=C(NC=N1)C(=O)N. Cell line: IGROV1. Synergy scores: CSS=51.2, Synergy_ZIP=0.497, Synergy_Bliss=2.29, Synergy_Loewe=-18.0, Synergy_HSA=4.79. (7) Drug 1: CC(C1=C(C=CC(=C1Cl)F)Cl)OC2=C(N=CC(=C2)C3=CN(N=C3)C4CCNCC4)N. Drug 2: CN1CCC(CC1)COC2=C(C=C3C(=C2)N=CN=C3NC4=C(C=C(C=C4)Br)F)OC. Cell line: T-47D. Synergy scores: CSS=2.67, Synergy_ZIP=0.758, Synergy_Bliss=2.72, Synergy_Loewe=-1.92, Synergy_HSA=1.01. (8) Drug 1: CCC1=CC2CC(C3=C(CN(C2)C1)C4=CC=CC=C4N3)(C5=C(C=C6C(=C5)C78CCN9C7C(C=CC9)(C(C(C8N6C)(C(=O)OC)O)OC(=O)C)CC)OC)C(=O)OC.C(C(C(=O)O)O)(C(=O)O)O. Drug 2: CNC(=O)C1=NC=CC(=C1)OC2=CC=C(C=C2)NC(=O)NC3=CC(=C(C=C3)Cl)C(F)(F)F. Cell line: NCI-H322M. Synergy scores: CSS=20.2, Synergy_ZIP=-1.25, Synergy_Bliss=-2.40, Synergy_Loewe=-11.4, Synergy_HSA=-1.20. (9) Drug 1: CC1=CC2C(CCC3(C2CCC3(C(=O)C)OC(=O)C)C)C4(C1=CC(=O)CC4)C. Drug 2: C1=CC=C(C=C1)NC(=O)CCCCCCC(=O)NO. Cell line: HS 578T. Synergy scores: CSS=-5.56, Synergy_ZIP=-1.47, Synergy_Bliss=-2.75, Synergy_Loewe=-21.1, Synergy_HSA=-8.21. (10) Drug 1: CN1C2=C(C=C(C=C2)N(CCCl)CCCl)N=C1CCCC(=O)O.Cl. Drug 2: N.N.Cl[Pt+2]Cl. Cell line: M14. Synergy scores: CSS=20.3, Synergy_ZIP=2.87, Synergy_Bliss=4.27, Synergy_Loewe=-9.11, Synergy_HSA=1.05.